From a dataset of Full USPTO retrosynthesis dataset with 1.9M reactions from patents (1976-2016). Predict the reactants needed to synthesize the given product. (1) Given the product [CH2:1]([S:3]([NH:6][C:7]1[S:8][CH:9]=[C:10]([CH2:12][CH2:13][C:14]2[CH:15]=[CH:16][C:17]([CH2:20][C:21]([NH:38][NH:37][C:36]([O:40][C:41]([CH3:44])([CH3:43])[CH3:42])=[O:39])=[O:23])=[CH:18][CH:19]=2)[N:11]=1)(=[O:4])=[O:5])[CH3:2], predict the reactants needed to synthesize it. The reactants are: [CH2:1]([S:3]([NH:6][C:7]1[S:8][CH:9]=[C:10]([CH2:12][CH2:13][C:14]2[CH:19]=[CH:18][C:17]([CH2:20][C:21]([OH:23])=O)=[CH:16][CH:15]=2)[N:11]=1)(=[O:5])=[O:4])[CH3:2].C(N1C=CN=C1)(N1C=CN=C1)=O.[C:36]([O:40][C:41]([CH3:44])([CH3:43])[CH3:42])(=[O:39])[NH:37][NH2:38].O. (2) Given the product [Br:1][C:2]1[CH:3]=[C:4]([Cl:13])[C:5]([C:8]2([CH2:11][NH:12][C:29]([C:24]3[C:23]([C:22]([F:33])([F:21])[F:32])=[CH:28][CH:27]=[CH:26][N:25]=3)=[O:30])[CH2:9][CH2:10]2)=[N:6][CH:7]=1, predict the reactants needed to synthesize it. The reactants are: [Br:1][C:2]1[CH:3]=[C:4]([Cl:13])[C:5]([C:8]2([CH2:11][NH2:12])[CH2:10][CH2:9]2)=[N:6][CH:7]=1.C(N(CC)CC)C.[F:21][C:22]([F:33])([F:32])[C:23]1[C:24]([C:29](Cl)=[O:30])=[N:25][CH:26]=[CH:27][CH:28]=1.O. (3) Given the product [Br:1][CH2:2][CH2:3][CH2:4][O:27][C:19]1[CH:20]=[C:21]([N+:24]([O-:26])=[O:25])[CH:22]=[CH:23][C:18]=1[Cl:17], predict the reactants needed to synthesize it. The reactants are: [Br:1][CH2:2][CH2:3][CH2:4]Br.C(=O)([O-])[O-].[Cs+].[Cs+].CN(C=O)C.[Cl:17][C:18]1[CH:23]=[CH:22][C:21]([N+:24]([O-:26])=[O:25])=[CH:20][C:19]=1[OH:27]. (4) Given the product [C:17]([S:19][CH:10]1[CH2:9][N:8]([C:5]2[O:6][CH:7]=[C:3]([C:1]#[N:2])[N:4]=2)[CH2:11]1)(=[O:20])[CH3:18], predict the reactants needed to synthesize it. The reactants are: [C:1]([C:3]1[N:4]=[C:5]([N:8]2[CH2:11][CH:10](OS(C)(=O)=O)[CH2:9]2)[O:6][CH:7]=1)#[N:2].[C:17]([O-:20])(=[S:19])[CH3:18].[K+]. (5) Given the product [OH:13][C:3]1[C:4]2[C:9](=[CH:8][CH:7]=[CH:6][CH:5]=2)[C:10]([CH:15]=[O:16])=[C:11]([CH3:12])[C:2]=1[CH3:1], predict the reactants needed to synthesize it. The reactants are: [CH3:1][C:2]1[C:11]([CH3:12])=[CH:10][C:9]2[C:4](=[CH:5][CH:6]=[CH:7][CH:8]=2)[C:3]=1[OH:13].Cl[CH:15](Cl)[O:16]C.[Cl-].[Cl-].[Cl-].[Al+3].O. (6) Given the product [CH2:1]([O:3][C:4]([C:6]1[S:10][C:9]([O:19][C:13]2[CH:18]=[CH:17][CH:16]=[CH:15][CH:14]=2)=[N:8][C:7]=1[CH3:12])=[O:5])[CH3:2], predict the reactants needed to synthesize it. The reactants are: [CH2:1]([O:3][C:4]([C:6]1[S:10][C:9](Br)=[N:8][C:7]=1[CH3:12])=[O:5])[CH3:2].[C:13]1([OH:19])[CH:18]=[CH:17][CH:16]=[CH:15][CH:14]=1.C(=O)([O-])[O-].[K+].[K+]. (7) Given the product [NH3:5].[CH3:1][C:2]1([C:8]2[CH:13]=[CH:12][CH:11]=[C:10]([C:14]3[N:18]=[CH:17][NH:16][N:15]=3)[CH:9]=2)[CH2:3][CH2:4][N:5]([CH2:25][CH2:26][CH2:27][C:28]2[CH:33]=[CH:32][CH:31]=[CH:30][CH:29]=2)[CH2:6][CH2:7]1, predict the reactants needed to synthesize it. The reactants are: [CH3:1][C:2]1([C:8]2[CH:13]=[CH:12][CH:11]=[C:10]([C:14]3[N:18]=[CH:17][NH:16][N:15]=3)[CH:9]=2)[CH2:7][CH2:6][NH:5][CH2:4][CH2:3]1.C(=O)([O-])O.[Na+].Br[CH2:25][CH2:26][CH2:27][C:28]1[CH:33]=[CH:32][CH:31]=[CH:30][CH:29]=1.